From a dataset of CYP1A2 inhibition data for predicting drug metabolism from PubChem BioAssay. Regression/Classification. Given a drug SMILES string, predict its absorption, distribution, metabolism, or excretion properties. Task type varies by dataset: regression for continuous measurements (e.g., permeability, clearance, half-life) or binary classification for categorical outcomes (e.g., BBB penetration, CYP inhibition). Dataset: cyp1a2_veith. (1) The molecule is CC(C)NC[C@H](O)c1ccc2ccccc2c1. The result is 1 (inhibitor). (2) The molecule is Cc1cccc(C)c1NC(=O)CSc1nnc(-c2ccccc2)n1Cc1ccc2c(c1)OCO2. The result is 1 (inhibitor). (3) The compound is C[C@@H](C(=O)Nc1ccc2ccccc2c1)[C@H]1C[C@]1(C)[C@H](NS(=O)(=O)c1ccc2ccccc2c1)c1ccccc1. The result is 0 (non-inhibitor). (4) The molecule is C#CCCCO/N=C1\[C@@H]2CCn3c(=O)n(C)c(=O)n3[C@H]2[C@H](O)[C@H]2O[C@H]12. The result is 0 (non-inhibitor).